Regression. Given two drug SMILES strings and cell line genomic features, predict the synergy score measuring deviation from expected non-interaction effect. From a dataset of NCI-60 drug combinations with 297,098 pairs across 59 cell lines. (1) Drug 1: C1=CC(=CC=C1CC(C(=O)O)N)N(CCCl)CCCl.Cl. Cell line: SK-OV-3. Synergy scores: CSS=14.0, Synergy_ZIP=-1.03, Synergy_Bliss=0.308, Synergy_Loewe=-13.7, Synergy_HSA=-2.46. Drug 2: C(=O)(N)NO. (2) Drug 2: CC1CCCC2(C(O2)CC(NC(=O)CC(C(C(=O)C(C1O)C)(C)C)O)C(=CC3=CSC(=N3)C)C)C. Cell line: KM12. Drug 1: C1C(C(OC1N2C=NC(=NC2=O)N)CO)O. Synergy scores: CSS=36.5, Synergy_ZIP=0.515, Synergy_Bliss=-5.36, Synergy_Loewe=-26.4, Synergy_HSA=-7.88.